This data is from Full USPTO retrosynthesis dataset with 1.9M reactions from patents (1976-2016). The task is: Predict the reactants needed to synthesize the given product. (1) Given the product [Br:1][CH:2]1[CH:7]([Br:8])[CH2:6][CH:5]2[O:9][C:13]([CH3:15])([CH3:14])[O:10][CH:4]2[CH2:3]1, predict the reactants needed to synthesize it. The reactants are: [Br:1][CH:2]1[CH:7]([Br:8])[CH2:6][CH:5]([OH:9])[CH:4]([OH:10])[CH2:3]1.CO[C:13](OC)([CH3:15])[CH3:14].C1(C)C=CC(S(O)(=O)=O)=CC=1. (2) The reactants are: [Si:1]([O:8][CH2:9][C@@H:10]([N:13]([CH2:21][C:22](=[O:28])[C:23]([CH:25]1[CH2:27][CH2:26]1)=C)[C:14](=[O:20])[O:15][C:16]([CH3:19])([CH3:18])[CH3:17])[CH:11]=C)([C:4]([CH3:7])([CH3:6])[CH3:5])([CH3:3])[CH3:2].[Si](OC[C@@H]1C=C(C)C(=O)CN1C(OC(C)(C)C)=O)(C(C)(C)C)(C)C. Given the product [Si:1]([O:8][CH2:9][C@@H:10]1[CH:11]=[C:23]([CH:25]2[CH2:26][CH2:27]2)[C:22](=[O:28])[CH2:21][N:13]1[C:14]([O:15][C:16]([CH3:19])([CH3:17])[CH3:18])=[O:20])([C:4]([CH3:5])([CH3:7])[CH3:6])([CH3:3])[CH3:2], predict the reactants needed to synthesize it. (3) Given the product [F:1][C:2]1[C:7]([CH3:8])=[CH:6][CH:5]=[CH:4][C:3]=1[NH:9][C:10]1[N:15]2[N:16]=[CH:17][C:18]([C:19]([NH:41][S:38]([CH2:36][CH3:37])(=[O:40])=[O:39])=[O:20])=[C:14]2[N:13]=[CH:12][C:11]=1[C:22]([N:24]1[CH2:25][CH2:26][CH:27]([C:30]2[CH:35]=[CH:34][CH:33]=[CH:32][CH:31]=2)[CH2:28][CH2:29]1)=[O:23], predict the reactants needed to synthesize it. The reactants are: [F:1][C:2]1[C:7]([CH3:8])=[CH:6][CH:5]=[CH:4][C:3]=1[NH:9][C:10]1[N:15]2[N:16]=[CH:17][C:18]([C:19](O)=[O:20])=[C:14]2[N:13]=[CH:12][C:11]=1[C:22]([N:24]1[CH2:29][CH2:28][CH:27]([C:30]2[CH:35]=[CH:34][CH:33]=[CH:32][CH:31]=2)[CH2:26][CH2:25]1)=[O:23].[CH2:36]([S:38]([NH2:41])(=[O:40])=[O:39])[CH3:37]. (4) Given the product [CH3:15][C:12]1[CH:11]=[CH:10][C:9]2[N:8](/[CH:16]=[C:17](/[C:20]3[CH:21]=[CH:22][N:23]=[CH:24][CH:25]=3)\[CH3:18])[C:7]3[CH2:26][CH2:27][N:4]([CH2:3][C:2]([F:28])([F:29])[F:1])[CH2:5][C:6]=3[C:14]=2[CH:13]=1, predict the reactants needed to synthesize it. The reactants are: [F:1][C:2]([F:29])([F:28])[CH2:3][N:4]1[CH2:27][CH2:26][C:7]2[N:8]([CH2:16][C:17]([C:20]3[CH:25]=[CH:24][N:23]=[CH:22][CH:21]=3)(O)[CH3:18])[C:9]3[CH:10]=[CH:11][C:12]([CH3:15])=[CH:13][C:14]=3[C:6]=2[CH2:5]1. (5) Given the product [CH3:35][O:36][C:37]1[C:38]([O:46][CH2:47][CH2:48][CH3:49])=[C:39]([CH:40]=[CH:41][CH:42]=1)[CH2:43][N:44]([CH3:45])[C:22](=[O:24])/[CH:21]=[CH:20]/[C:18]1[CH:17]=[N:16][C:10]2[NH:11][CH2:12][CH2:13][C:14](=[O:15])[N:7]([CH3:6])[CH2:8][C:9]=2[CH:19]=1, predict the reactants needed to synthesize it. The reactants are: C(Cl)CCl.Cl.[CH3:6][N:7]1[C:14](=[O:15])[CH2:13][CH2:12][NH:11][C:10]2[N:16]=[CH:17][C:18](/[CH:20]=[CH:21]/[C:22]([OH:24])=O)=[CH:19][C:9]=2[CH2:8]1.C1C=CC2N(O)N=NC=2C=1.[CH3:35][O:36][C:37]1[C:38]([O:46][CH2:47][CH2:48][CH3:49])=[C:39]([CH2:43][NH:44][CH3:45])[CH:40]=[CH:41][CH:42]=1.C(N(C(C)C)C(C)C)C. (6) Given the product [C:1]([O:5][C:6]([N:8]1[CH2:13][CH2:12][N:11]([C:14]2[C:15]([C:23]3[CH:24]=[CH:25][CH:26]=[CH:27][C:22]=3[F:21])=[N:16][CH:17]=[CH:18][CH:19]=2)[CH2:10][CH2:9]1)=[O:7])([CH3:4])([CH3:3])[CH3:2], predict the reactants needed to synthesize it. The reactants are: [C:1]([O:5][C:6]([N:8]1[CH2:13][CH2:12][N:11]([C:14]2[C:15](Cl)=[N:16][CH:17]=[CH:18][CH:19]=2)[CH2:10][CH2:9]1)=[O:7])([CH3:4])([CH3:3])[CH3:2].[F:21][C:22]1[CH:27]=[CH:26][CH:25]=[CH:24][C:23]=1B(O)O.C(=O)([O-])[O-].[K+].[K+]. (7) Given the product [N:41]1[CH:46]=[CH:45][CH:44]=[CH:43][C:42]=1[CH2:47][CH2:48][NH:49][C:22]([C:21]1[CH:20]=[CH:19][C:18]([NH:17][C:15]([C:10]2[C:9]([C:6]3[CH:7]=[CH:8][C:3]([C:2]([F:1])([F:27])[F:28])=[CH:4][CH:5]=3)=[CH:14][CH:13]=[CH:12][CH:11]=2)=[O:16])=[CH:26][CH:25]=1)=[O:23], predict the reactants needed to synthesize it. The reactants are: [F:1][C:2]([F:28])([F:27])[C:3]1[CH:8]=[CH:7][C:6]([C:9]2[CH:14]=[CH:13][CH:12]=[CH:11][C:10]=2[C:15]([NH:17][C:18]2[CH:26]=[CH:25][C:21]([C:22](O)=[O:23])=[CH:20][CH:19]=2)=[O:16])=[CH:5][CH:4]=1.CCN=C=NCCCN(C)C.Cl.[N:41]1[CH:46]=[CH:45][CH:44]=[CH:43][C:42]=1[CH2:47][CH2:48][NH2:49].C(OCC)(=O)C.